This data is from Reaction yield outcomes from USPTO patents with 853,638 reactions. The task is: Predict the reaction yield, written as a fraction of the theoretical maximum amount of product (1.0 means a 100% yield; for example, 0.34 means a 34% yield). (1) The reactants are [NH2:1][C:2]1[N:7]=[CH:6][N:5]=[C:4]2[N:8]([CH:12]([C:14]3[C:15]([O:34][CH3:35])=[C:16]([CH:23]4[CH2:26][N:25]([C:27]([NH:29]C(C)(C)C)=[O:28])[CH2:24]4)[C:17]([C:21]#[N:22])=[C:18]([Cl:20])[CH:19]=3)[CH3:13])[N:9]=[C:10]([CH3:11])[C:3]=12. The catalyst is FC(F)(F)C(O)=O.CO. The product is [NH2:1][C:2]1[N:7]=[CH:6][N:5]=[C:4]2[N:8]([CH:12]([C:14]3[C:15]([O:34][CH3:35])=[C:16]([CH:23]4[CH2:26][N:25]([C:27]([NH2:29])=[O:28])[CH2:24]4)[C:17]([C:21]#[N:22])=[C:18]([Cl:20])[CH:19]=3)[CH3:13])[N:9]=[C:10]([CH3:11])[C:3]=12. The yield is 0.500. (2) The reactants are C(N(CC)CC)C.[CH3:8][N:9]=[C:10]=[O:11].[Cl:12][C:13]1[CH:18]=[C:17]([C:19]([F:22])([F:21])[F:20])[CH:16]=[C:15]([F:23])[C:14]=1[O:24][C:25]1[CH:29]=[C:28]([CH3:30])[NH:27][N:26]=1.Cl. The catalyst is C(OCC)(=O)C. The product is [CH3:8][NH:9][C:10]([N:27]1[C:28]([CH3:30])=[CH:29][C:25]([O:24][C:14]2[C:15]([F:23])=[CH:16][C:17]([C:19]([F:22])([F:20])[F:21])=[CH:18][C:13]=2[Cl:12])=[N:26]1)=[O:11]. The yield is 0.569. (3) The reactants are [CH3:13][C:12]([O:11][C:9](O[C:9]([O:11][C:12]([CH3:15])([CH3:14])[CH3:13])=[O:10])=[O:10])([CH3:15])[CH3:14].[Si]([O:23][C@@H:24]([CH2:29][C:30]1[C:38]2[C:33](=[CH:34][CH:35]=[CH:36][CH:37]=2)[NH:32][CH:31]=1)[C:25]([O:27][CH3:28])=[O:26])(C(C)(C)C)(C)C. The catalyst is CN(C1C=CN=CC=1)C.C(#N)C. The product is [OH:23][C@H:24]([C:25]([O:27][CH3:28])=[O:26])[CH2:29][C:30]1[C:38]2[C:33](=[CH:34][CH:35]=[CH:36][CH:37]=2)[N:32]([C:9]([O:11][C:12]([CH3:13])([CH3:14])[CH3:15])=[O:10])[CH:31]=1. The yield is 1.00. (4) The reactants are C([N:8]1[CH2:16][CH2:15][CH:14]2[N:17]([C:18](=[O:21])[CH2:19][CH3:20])[CH:10]([CH2:11][CH2:12][CH2:13]2)[CH2:9]1)(OC(C)(C)C)=O.FC(F)(F)C(O)=O. The catalyst is ClCCl. The yield is 1.00. The product is [C:18]([N:17]1[CH:14]2[CH2:13][CH2:12][CH2:11][CH:10]1[CH2:9][NH:8][CH2:16][CH2:15]2)(=[O:21])[CH2:19][CH3:20].